From a dataset of NCI-60 drug combinations with 297,098 pairs across 59 cell lines. Regression. Given two drug SMILES strings and cell line genomic features, predict the synergy score measuring deviation from expected non-interaction effect. (1) Drug 1: CC1=C(C(CCC1)(C)C)C=CC(=CC=CC(=CC(=O)O)C)C. Drug 2: CCC1(CC2CC(C3=C(CCN(C2)C1)C4=CC=CC=C4N3)(C5=C(C=C6C(=C5)C78CCN9C7C(C=CC9)(C(C(C8N6C)(C(=O)OC)O)OC(=O)C)CC)OC)C(=O)OC)O.OS(=O)(=O)O. Cell line: SK-MEL-5. Synergy scores: CSS=13.7, Synergy_ZIP=5.78, Synergy_Bliss=7.55, Synergy_Loewe=6.92, Synergy_HSA=6.72. (2) Cell line: UO-31. Synergy scores: CSS=40.2, Synergy_ZIP=-1.50, Synergy_Bliss=-5.70, Synergy_Loewe=13.4, Synergy_HSA=0.493. Drug 1: CC1=C(N=C(N=C1N)C(CC(=O)N)NCC(C(=O)N)N)C(=O)NC(C(C2=CN=CN2)OC3C(C(C(C(O3)CO)O)O)OC4C(C(C(C(O4)CO)O)OC(=O)N)O)C(=O)NC(C)C(C(C)C(=O)NC(C(C)O)C(=O)NCCC5=NC(=CS5)C6=NC(=CS6)C(=O)NCCC[S+](C)C)O. Drug 2: C1=NC2=C(N1)C(=S)N=CN2. (3) Drug 1: CN(C)N=NC1=C(NC=N1)C(=O)N. Drug 2: C1CC(=O)NC(=O)C1N2C(=O)C3=CC=CC=C3C2=O. Cell line: HCT-15. Synergy scores: CSS=3.90, Synergy_ZIP=-0.123, Synergy_Bliss=2.68, Synergy_Loewe=0.417, Synergy_HSA=0.499. (4) Drug 1: CC1=C(C(=CC=C1)Cl)NC(=O)C2=CN=C(S2)NC3=CC(=NC(=N3)C)N4CCN(CC4)CCO. Drug 2: CNC(=O)C1=NC=CC(=C1)OC2=CC=C(C=C2)NC(=O)NC3=CC(=C(C=C3)Cl)C(F)(F)F. Cell line: OVCAR-4. Synergy scores: CSS=11.9, Synergy_ZIP=-2.20, Synergy_Bliss=1.14, Synergy_Loewe=-7.94, Synergy_HSA=-0.479. (5) Drug 1: C1=CC(=CC=C1CCCC(=O)O)N(CCCl)CCCl. Drug 2: CCN(CC)CCCC(C)NC1=C2C=C(C=CC2=NC3=C1C=CC(=C3)Cl)OC. Cell line: EKVX. Synergy scores: CSS=10.2, Synergy_ZIP=-8.88, Synergy_Bliss=-11.2, Synergy_Loewe=-45.5, Synergy_HSA=-6.37. (6) Drug 1: C1=NC(=NC(=O)N1C2C(C(C(O2)CO)O)O)N. Drug 2: CN(CC1=CN=C2C(=N1)C(=NC(=N2)N)N)C3=CC=C(C=C3)C(=O)NC(CCC(=O)O)C(=O)O. Cell line: OVCAR-8. Synergy scores: CSS=39.6, Synergy_ZIP=0.624, Synergy_Bliss=-0.980, Synergy_Loewe=-20.8, Synergy_HSA=-1.18. (7) Drug 1: CCCS(=O)(=O)NC1=C(C(=C(C=C1)F)C(=O)C2=CNC3=C2C=C(C=N3)C4=CC=C(C=C4)Cl)F. Drug 2: C1=NNC2=C1C(=O)NC=N2. Cell line: NCIH23. Synergy scores: CSS=10.3, Synergy_ZIP=0.891, Synergy_Bliss=5.28, Synergy_Loewe=2.06, Synergy_HSA=2.01.